From a dataset of Peptide-MHC class II binding affinity with 134,281 pairs from IEDB. Regression. Given a peptide amino acid sequence and an MHC pseudo amino acid sequence, predict their binding affinity value. This is MHC class II binding data. (1) The MHC is DRB1_0802 with pseudo-sequence DRB1_0802. The binding affinity (normalized) is 0.441. The peptide sequence is SWTMKILIGVIITWI. (2) The peptide sequence is PAAAYATATPAAATA. The binding affinity (normalized) is 0.518. The MHC is DRB3_0202 with pseudo-sequence DRB3_0202. (3) The peptide sequence is NKIVRMYSPTSI. The MHC is DRB1_0101 with pseudo-sequence DRB1_0101. The binding affinity (normalized) is 1.00. (4) The peptide sequence is LSSTGSSCLFVLILF. The MHC is DRB1_1302 with pseudo-sequence DRB1_1302. The binding affinity (normalized) is 0.294.